Dataset: Catalyst prediction with 721,799 reactions and 888 catalyst types from USPTO. Task: Predict which catalyst facilitates the given reaction. (1) Reactant: [CH2:1](Br)[C:2]([C:4]1[CH:9]=[CH:8][CH:7]=[CH:6][CH:5]=1)=O.[NH2:11][C:12]1[CH:17]=[CH:16][C:15]([Br:18])=[CH:14][N:13]=1.C(=O)([O-])O.[Na+]. Product: [Br:18][C:15]1[CH:16]=[CH:17][C:12]2[N:13]([CH:1]=[C:2]([C:4]3[CH:9]=[CH:8][CH:7]=[CH:6][CH:5]=3)[N:11]=2)[CH:14]=1. The catalyst class is: 8. (2) Reactant: C(=O)([O-])[O-].[Cs+].[Cs+].[OH:7][C:8]1[CH:13]=[CH:12][C:11]([CH2:14][CH2:15][N:16]2[C:20]3=[N:21][C:22]([N:26]4[CH2:32][CH:31]5[O:33][CH:28]([CH2:29][CH2:30]5)[CH2:27]4)=[CH:23][C:24](=[O:25])[N:19]3[CH2:18][C@@:17]2([CH3:38])[C:34]([F:37])([F:36])[F:35])=[CH:10][CH:9]=1.Cl[CH2:40][C:41]([N:43]([CH3:45])[CH3:44])=[O:42].[I-].[Na+]. Product: [CH3:44][N:43]([CH3:45])[C:41](=[O:42])[CH2:40][O:7][C:8]1[CH:13]=[CH:12][C:11]([CH2:14][CH2:15][N:16]2[C:20]3=[N:21][C:22]([N:26]4[CH2:27][CH:28]5[O:33][CH:31]([CH2:30][CH2:29]5)[CH2:32]4)=[CH:23][C:24](=[O:25])[N:19]3[CH2:18][C@@:17]2([CH3:38])[C:34]([F:37])([F:36])[F:35])=[CH:10][CH:9]=1. The catalyst class is: 3. (3) Reactant: Cl.[Cl:2][C:3]1[CH:17]=[CH:16][C:6]([CH2:7][C:8]2([CH2:14][NH2:15])[CH2:13][CH2:12][NH:11][CH2:10][CH2:9]2)=[CH:5][CH:4]=1.Cl[C:19]1[C:20]2[CH:27]=[CH:26][NH:25][C:21]=2[N:22]=[CH:23][N:24]=1.C(N(CC)CC)C. Product: [Cl:2][C:3]1[CH:17]=[CH:16][C:6]([CH2:7][C:8]2([CH2:14][NH2:15])[CH2:13][CH2:12][N:11]([C:19]3[C:20]4[CH:27]=[CH:26][NH:25][C:21]=4[N:22]=[CH:23][N:24]=3)[CH2:10][CH2:9]2)=[CH:5][CH:4]=1. The catalyst class is: 51. (4) Reactant: N1C=CN=C1.[OH:6][C:7]1[CH:8]=[C:9]([CH:12]=[CH:13][CH:14]=1)[CH:10]=[O:11].[Si:15](Cl)([C:18]([CH3:21])([CH3:20])[CH3:19])([CH3:17])[CH3:16].CCCCCC. Product: [Si:15]([O:6][C:7]1[CH:8]=[C:9]([CH:12]=[CH:13][CH:14]=1)[CH:10]=[O:11])([C:18]([CH3:21])([CH3:20])[CH3:19])([CH3:17])[CH3:16]. The catalyst class is: 3.